Dataset: Reaction yield outcomes from USPTO patents with 853,638 reactions. Task: Predict the reaction yield, written as a fraction of the theoretical maximum amount of product (1.0 means a 100% yield; for example, 0.34 means a 34% yield). (1) The reactants are C(OC([N:8]1[CH2:13][CH2:12][CH:11]([CH2:14][NH:15][S:16]([C:19]2[CH:24]=[CH:23][CH:22]=[C:21]([S:25](=[O:42])(=[O:41])[NH:26][C:27]3[CH:32]=[CH:31][C:30]([N:33]([CH3:35])[CH3:34])=[C:29]([C:36]4[O:37][CH:38]=[CH:39][CH:40]=4)[CH:28]=3)[CH:20]=2)(=[O:18])=[O:17])[CH2:10][CH2:9]1)=O)(C)(C)C.FC(F)(F)C(O)=O. The catalyst is ClCCl. The product is [CH3:34][N:33]([CH3:35])[C:30]1[CH:31]=[CH:32][C:27]([NH:26][S:25]([C:21]2[CH:20]=[C:19]([S:16]([NH:15][CH2:14][CH:11]3[CH2:12][CH2:13][NH:8][CH2:9][CH2:10]3)(=[O:18])=[O:17])[CH:24]=[CH:23][CH:22]=2)(=[O:42])=[O:41])=[CH:28][C:29]=1[C:36]1[O:37][CH:38]=[CH:39][CH:40]=1. The yield is 0.870. (2) The reactants are CC1(C)C(C)(C)OB(/[CH:9]=[CH:10]/[CH2:11][CH2:12][N:13]2[CH2:18][C:17]3([CH2:23][CH2:22][N:21]([C:24]([O:26][C:27]([CH3:30])([CH3:29])[CH3:28])=[O:25])[CH2:20][CH2:19]3)[CH2:16][CH2:15][CH2:14]2)O1.Br[C:33]1[CH:38]=[CH:37][C:36]([CH2:39][C:40]2[C:41]([OH:48])=[N:42][NH:43][C:44]=2[CH:45]([CH3:47])[CH3:46])=[C:35]([CH3:49])[CH:34]=1.O.P([O-])([O-])([O-])=O.[K+].[K+].[K+]. The catalyst is CO.[Pd].[Pd].C(=CC(C=CC1C=CC=CC=1)=O)C1C=CC=CC=1.C(=CC(C=CC1C=CC=CC=1)=O)C1C=CC=CC=1.C(=CC(C=CC1C=CC=CC=1)=O)C1C=CC=CC=1.F[B-](F)(F)F.C([PH+](C(C)(C)C)C)(C)(C)C. The product is [OH:48][C:41]1[C:40]([CH2:39][C:36]2[CH:37]=[CH:38][C:33](/[CH:9]=[CH:10]/[CH2:11][CH2:12][N:13]3[CH2:18][C:17]4([CH2:23][CH2:22][N:21]([C:24]([O:26][C:27]([CH3:29])([CH3:30])[CH3:28])=[O:25])[CH2:20][CH2:19]4)[CH2:16][CH2:15][CH2:14]3)=[CH:34][C:35]=2[CH3:49])=[C:44]([CH:45]([CH3:47])[CH3:46])[NH:43][N:42]=1. The yield is 0.706. (3) The reactants are Br[C:2]1[CH:3]=[C:4]([C:8]2[N:17]=[C:16]([C:18]([O:20][CH2:21][CH3:22])=[O:19])[C:15]3[CH2:14][C:13]([CH3:24])([CH3:23])[CH2:12][CH2:11][C:10]=3[N:9]=2)[CH:5]=[CH:6][CH:7]=1.[C:25]([C@:27]1([OH:34])[CH2:31][CH2:30][N:29]([CH3:32])[C:28]1=[O:33])#[CH:26]. No catalyst specified. The product is [OH:34][C@@:27]1([C:25]#[C:26][C:2]2[CH:3]=[C:4]([C:8]3[N:17]=[C:16]([C:18]([O:20][CH2:21][CH3:22])=[O:19])[C:15]4[CH2:14][C:13]([CH3:23])([CH3:24])[CH2:12][CH2:11][C:10]=4[N:9]=3)[CH:5]=[CH:6][CH:7]=2)[CH2:31][CH2:30][N:29]([CH3:32])[C:28]1=[O:33]. The yield is 0.870. (4) The reactants are [CH3:1][C:2]1[O:6][N:5]=[C:4]([C:7]2[CH:12]=[CH:11][CH:10]=[CH:9][CH:8]=2)[C:3]=1[C:13]1[N:14]=[C:15]([CH2:27][OH:28])[N:16]([C:18]2[CH:23]=[CH:22][C:21]([N+:24]([O-:26])=[O:25])=[CH:20][CH:19]=2)[CH:17]=1. The catalyst is C(Cl)Cl.[O-2].[Mn+4].[O-2]. The product is [CH3:1][C:2]1[O:6][N:5]=[C:4]([C:7]2[CH:8]=[CH:9][CH:10]=[CH:11][CH:12]=2)[C:3]=1[C:13]1[N:14]=[C:15]([CH:27]=[O:28])[N:16]([C:18]2[CH:23]=[CH:22][C:21]([N+:24]([O-:26])=[O:25])=[CH:20][CH:19]=2)[CH:17]=1. The yield is 0.330. (5) The yield is 0.750. The catalyst is C1COCC1. The reactants are [H-].[Na+].[F:3][C:4]([F:8])([F:7])[CH2:5][OH:6].Cl[CH2:10][C:11]1[N:12]=[C:13]([C:21]2[CH:26]=[CH:25][CH:24]=[C:23]([C:27]([F:30])([F:29])[F:28])[CH:22]=2)[C:14]2[CH:19]=[C:18]([CH3:20])[S:17][C:15]=2[N:16]=1. The product is [CH3:20][C:18]1[S:17][C:15]2[N:16]=[C:11]([CH2:10][O:6][CH2:5][C:4]([F:8])([F:7])[F:3])[N:12]=[C:13]([C:21]3[CH:26]=[CH:25][CH:24]=[C:23]([C:27]([F:29])([F:30])[F:28])[CH:22]=3)[C:14]=2[CH:19]=1. (6) The reactants are C(O[C:4](=[O:21])[CH2:5][C:6]([CH:8]1[CH2:13][CH2:12][N:11]([C:14]([O:16][C:17]([CH3:20])([CH3:19])[CH3:18])=[O:15])[CH2:10][CH2:9]1)=O)C.[Br:22][C:23]1[CH:31]=[CH:30][CH:29]=[C:28]2[C:24]=1[C:25]([NH2:32])=[N:26][NH:27]2.P([O-])([O-])([O-])=O.[K+].[K+].[K+]. The catalyst is COCC(O)C.O.Cl. The product is [Br:22][C:23]1[C:24]2[C:28]([CH:29]=[CH:30][CH:31]=1)=[N:27][N:26]1[C:4](=[O:21])[CH:5]=[C:6]([CH:8]3[CH2:9][CH2:10][N:11]([C:14]([O:16][C:17]([CH3:18])([CH3:19])[CH3:20])=[O:15])[CH2:12][CH2:13]3)[NH:32][C:25]=21. The yield is 0.220. (7) The reactants are [C:1]([C:3]1[CH:8]=[CH:7][C:6](B(O)O)=[CH:5][CH:4]=1)#[N:2].[NH2:12][C:13]1[N:14]=[C:15]([N:24]2[CH2:29][CH2:28][N:27]([C:30](=[O:40])[CH2:31][O:32][C:33]3[CH:38]=[CH:37][C:36]([Cl:39])=[CH:35][CH:34]=3)[CH2:26][CH2:25]2)[C:16]2[N:22]=[C:21](Cl)[CH:20]=[CH:19][C:17]=2[N:18]=1.C(=O)([O-])[O-].[K+].[K+]. No catalyst specified. The product is [NH2:12][C:13]1[N:14]=[C:15]([N:24]2[CH2:25][CH2:26][N:27]([C:30](=[O:40])[CH2:31][O:32][C:33]3[CH:38]=[CH:37][C:36]([Cl:39])=[CH:35][CH:34]=3)[CH2:28][CH2:29]2)[C:16]2[N:22]=[C:21]([C:6]3[CH:7]=[CH:8][C:3]([C:1]#[N:2])=[CH:4][CH:5]=3)[CH:20]=[CH:19][C:17]=2[N:18]=1. The yield is 0.180. (8) The reactants are [C:1]1([OH:7])[CH:6]=[CH:5][CH:4]=[CH:3][CH:2]=1.[CH2:8]([S:10]([C:13]1[CH:14]=[C:15]([C:19]2[C:24]3[C:25]4[CH:31]=[C:30]([CH3:32])[CH:29]=[N:28][C:26]=4[NH:27][C:23]=3[C:22](OCCCN(C)C)=[N:21][CH:20]=2)[CH:16]=[CH:17][CH:18]=1)(=[O:12])=[O:11])[CH3:9]. No catalyst specified. The product is [CH2:8]([S:10]([C:13]1[CH:14]=[C:15]([C:19]2[C:24]3[C:25]4[CH:31]=[C:30]([CH3:32])[CH:29]=[N:28][C:26]=4[NH:27][C:23]=3[C:22]([O:7][C:1]3[CH:6]=[CH:5][CH:4]=[CH:3][CH:2]=3)=[N:21][CH:20]=2)[CH:16]=[CH:17][CH:18]=1)(=[O:11])=[O:12])[CH3:9]. The yield is 0.300. (9) The reactants are CO[CH:3]([C:21]1[C:29]2[C:24](=[N:25][CH:26]=[CH:27][CH:28]=2)[NH:23][CH:22]=1)[C:4]1[CH:20]=[CH:19][C:7]2[N:8]=[C:9]([NH:11][C@@H:12]3[CH2:17][CH2:16][CH2:15][CH2:14][C@H:13]3[OH:18])[S:10][C:6]=2[CH:5]=1.C([SiH](CC)CC)C.C(O)(C(F)(F)F)=O. The catalyst is CC#N. The product is [NH:23]1[C:24]2=[N:25][CH:26]=[CH:27][CH:28]=[C:29]2[C:21]([CH2:3][C:4]2[CH:20]=[CH:19][C:7]3[N:8]=[C:9]([NH:11][C@@H:12]4[CH2:17][CH2:16][CH2:15][CH2:14][C@H:13]4[OH:18])[S:10][C:6]=3[CH:5]=2)=[CH:22]1. The yield is 0.310.